Dataset: Peptide-MHC class I binding affinity with 185,985 pairs from IEDB/IMGT. Task: Regression. Given a peptide amino acid sequence and an MHC pseudo amino acid sequence, predict their binding affinity value. This is MHC class I binding data. (1) The peptide sequence is ERPAFGIQK. The MHC is HLA-A01:01 with pseudo-sequence HLA-A01:01. The binding affinity (normalized) is 0.0847. (2) The MHC is HLA-B57:01 with pseudo-sequence HLA-B57:01. The peptide sequence is KALGPAATL. The binding affinity (normalized) is 0.443. (3) The peptide sequence is SLSPNDTTWI. The MHC is HLA-A68:01 with pseudo-sequence HLA-A68:01. The binding affinity (normalized) is 0.